Task: Predict the product of the given reaction.. Dataset: Forward reaction prediction with 1.9M reactions from USPTO patents (1976-2016) (1) Given the reactants [CH:1]1([CH:7]([NH:22][CH2:23][C:24]2[C:29]([N+:30]([O-])=O)=[CH:28][N:27]=[C:26]([O:33][C:34]3[CH:39]=[CH:38][CH:37]=[CH:36][CH:35]=3)[CH:25]=2)[CH2:8][CH2:9][C:10]([N:12]([CH:16]2[CH2:21][CH2:20][CH2:19][CH2:18][CH2:17]2)[CH2:13][CH2:14][OH:15])=[O:11])[CH2:6][CH2:5][CH2:4][CH2:3][CH2:2]1, predict the reaction product. The product is: [NH2:30][C:29]1[C:24]([CH2:23][NH:22][CH:7]([CH:1]2[CH2:6][CH2:5][CH2:4][CH2:3][CH2:2]2)[CH2:8][CH2:9][C:10]([N:12]([CH:16]2[CH2:17][CH2:18][CH2:19][CH2:20][CH2:21]2)[CH2:13][CH2:14][OH:15])=[O:11])=[CH:25][C:26]([O:33][C:34]2[CH:35]=[CH:36][CH:37]=[CH:38][CH:39]=2)=[N:27][CH:28]=1. (2) The product is: [CH2:9]([O:8][CH:1]([O:5][CH2:6][CH3:7])[CH:22]1[C:23]2([CH2:24][CH2:25][N:26]([C:29]([O:31][C:32]([CH3:34])([CH3:33])[CH3:35])=[O:30])[CH2:27][CH2:28]2)[O:36][C:37]2[C:42](=[CH:41][CH:40]=[CH:39][CH:38]=2)[C:21]1=[O:20])[CH3:10]. Given the reactants [CH:1]([O:8][CH2:9][CH3:10])([O:5][CH2:6][CH3:7])OCC.B(F)(F)F.CCOCC.[O:20]=[C:21]1[C:42]2[C:37](=[CH:38][CH:39]=[CH:40][CH:41]=2)[O:36][C:23]2([CH2:28][CH2:27][N:26]([C:29]([O:31][C:32]([CH3:35])([CH3:34])[CH3:33])=[O:30])[CH2:25][CH2:24]2)[CH2:22]1.C(N(C(C)C)C(C)C)C.C(=O)(O)[O-].[Na+], predict the reaction product. (3) Given the reactants [H-].[Na+].[CH3:3][CH:4]([OH:6])[CH3:5].Cl[C:8]1[N:13]=[CH:12][N:11]=[C:10]([N:14]2[CH2:19][CH2:18][CH:17]([C:20]3[CH:25]=[CH:24][C:23]([C@@H:26]([NH:28][C:29]([CH:31]4[CH2:33][CH2:32]4)=[O:30])[CH3:27])=[CH:22][CH:21]=3)[CH2:16][CH2:15]2)[CH:9]=1, predict the reaction product. The product is: [CH:4]([O:6][C:8]1[N:13]=[CH:12][N:11]=[C:10]([N:14]2[CH2:15][CH2:16][CH:17]([C:20]3[CH:21]=[CH:22][C:23]([C@@H:26]([NH:28][C:29]([CH:31]4[CH2:32][CH2:33]4)=[O:30])[CH3:27])=[CH:24][CH:25]=3)[CH2:18][CH2:19]2)[CH:9]=1)([CH3:5])[CH3:3]. (4) Given the reactants [Br:1][C:2]1[CH:3]=[C:4]2[NH:10][CH:9]=[C:8]([CH:11]=[O:12])[C:5]2=[N:6][CH:7]=1.Br[CH2:14][CH:15]1[CH2:20][CH2:19][O:18][CH2:17][CH2:16]1, predict the reaction product. The product is: [Br:1][C:2]1[CH:3]=[C:4]2[N:10]([CH2:14][CH:15]3[CH2:20][CH2:19][O:18][CH2:17][CH2:16]3)[CH:9]=[C:8]([CH:11]=[O:12])[C:5]2=[N:6][CH:7]=1. (5) Given the reactants P(Cl)(Cl)(Cl)=O.[CH3:6][C:7]1[C:11]2[C:12](=[O:24])[N:13]([CH2:16][CH2:17][N:18]3[CH2:23][CH2:22][CH2:21][CH2:20][CH2:19]3)[CH2:14][CH2:15][C:10]=2[NH:9][CH:8]=1.O.[OH-].[Na+].CN(C)[CH:30]=[O:31], predict the reaction product. The product is: [CH3:6][C:7]1[C:11]2[C:12](=[O:24])[N:13]([CH2:16][CH2:17][N:18]3[CH2:23][CH2:22][CH2:21][CH2:20][CH2:19]3)[CH2:14][CH2:15][C:10]=2[NH:9][C:8]=1[CH:30]=[O:31]. (6) The product is: [Cl:1][C:2]1[CH:3]=[C:4]([CH:19]=[CH:20][C:21]=1[Cl:22])[O:5][CH:6]1[CH2:7][CH2:8][N:9]([CH2:12][CH:13]2[CH2:14][CH2:15][N:16]([CH2:25][CH2:24][C:23]#[N:26])[CH2:17][CH2:18]2)[CH2:10][CH2:11]1. Given the reactants [Cl:1][C:2]1[CH:3]=[C:4]([CH:19]=[CH:20][C:21]=1[Cl:22])[O:5][CH:6]1[CH2:11][CH2:10][N:9]([CH2:12][CH:13]2[CH2:18][CH2:17][NH:16][CH2:15][CH2:14]2)[CH2:8][CH2:7]1.[C:23](#[N:26])[CH:24]=[CH2:25].C(N(C(C)C)CC)(C)C.CN(C)C=O, predict the reaction product. (7) Given the reactants [Br:1][C:2]1[C:3]([SH:8])=[N:4][CH:5]=[CH:6][CH:7]=1.Br[CH:10]1[CH2:14][CH2:13][N:12]([C:15]([O:17][C:18]([CH3:21])([CH3:20])[CH3:19])=[O:16])[CH2:11]1.C([O-])([O-])=O.[K+].[K+], predict the reaction product. The product is: [Br:1][C:2]1[C:3]([S:8][CH:14]2[CH2:10][CH2:11][N:12]([C:15]([O:17][C:18]([CH3:21])([CH3:20])[CH3:19])=[O:16])[CH2:13]2)=[N:4][CH:5]=[CH:6][CH:7]=1.